From a dataset of Forward reaction prediction with 1.9M reactions from USPTO patents (1976-2016). Predict the product of the given reaction. (1) Given the reactants [N:1]([CH2:4][CH2:5][CH:6]1[CH2:10][CH2:9][CH2:8][N:7]1[CH3:11])=[C:2]=[S:3].[OH-].[NH4+:13], predict the reaction product. The product is: [CH3:11][N:7]1[CH2:8][CH2:9][CH2:10][CH:6]1[CH2:5][CH2:4][NH:1][C:2]([NH2:13])=[S:3]. (2) Given the reactants Cl.C(O)C.[Cl:5][C:6]1[CH:7]=[C:8]([C@@H:13]2[O:19][CH2:18][CH2:17][N:16](C(OC(C)(C)C)=O)[CH2:15][C@H:14]2[CH2:27][N:28]2[CH:33]=[CH:32][CH:31]=[C:30]([C:34]3[NH:38][C:37](=[O:39])[O:36][N:35]=3)[C:29]2=[O:40])[CH:9]=[CH:10][C:11]=1[Cl:12], predict the reaction product. The product is: [ClH:5].[Cl:5][C:6]1[CH:7]=[C:8]([C@@H:13]2[O:19][CH2:18][CH2:17][NH:16][CH2:15][C@H:14]2[CH2:27][N:28]2[CH:33]=[CH:32][CH:31]=[C:30]([C:34]3[NH:38][C:37](=[O:39])[O:36][N:35]=3)[C:29]2=[O:40])[CH:9]=[CH:10][C:11]=1[Cl:12]. (3) The product is: [OH:6][CH:5]([CH2:4][OH:3])[CH2:7][CH2:8][C:9]1[CH:10]=[C:11]2[C:23](=[CH:24][CH:25]=1)[C:22](=[O:26])[C:14]1[C:15]3[CH:21]=[CH:20][CH:19]=[CH:18][C:16]=3[O:17][C:13]=1[C:12]2([CH3:28])[CH3:27]. Given the reactants CC1(C)[O:6][CH:5](/[CH:7]=[CH:8]/[C:9]2[CH:10]=[C:11]3[C:23](=[CH:24][CH:25]=2)[C:22](=[O:26])[C:14]2[C:15]4[CH:21]=[CH:20][CH:19]=[CH:18][C:16]=4[O:17][C:13]=2[C:12]3([CH3:28])[CH3:27])[CH2:4][O:3]1, predict the reaction product. (4) Given the reactants C(O[C:4]([C:6]1[CH:11]=[C:10]([C:12]#[N:13])[CH:9]=[C:8]([CH3:14])[N:7]=1)=[O:5])C.[NH2:15][C:16]1[CH:21]=[CH:20][CH:19]=[C:18]([Cl:22])[N:17]=1, predict the reaction product. The product is: [Cl:22][C:18]1[N:17]=[C:16]([NH:15][C:4]([C:6]2[CH:11]=[C:10]([C:12]#[N:13])[CH:9]=[C:8]([CH3:14])[N:7]=2)=[O:5])[CH:21]=[CH:20][CH:19]=1. (5) Given the reactants [C:1]([O:5][C:6]([CH:8]([NH2:14])[CH2:9][CH2:10][CH2:11][CH2:12][NH2:13])=[O:7])([CH3:4])(C)C.Cl[C:16](OCC=C)=O, predict the reaction product. The product is: [CH2:1]([O:5][C:6]([CH:8]([NH2:14])[CH2:9][CH2:10][CH2:11][CH2:12][NH2:13])=[O:7])[CH:4]=[CH2:16]. (6) The product is: [F:1][C:2]1[CH:7]=[C:6]([F:8])[CH:5]=[CH:4][C:3]=1[N:9]1[C:17](=[O:18])[C:16]2[C@@H:15]3[C:19]([CH3:21])([CH3:20])[C@@:12]([CH3:22])([CH2:13][CH2:14]3)[C:11]=2[N:10]1[CH2:26][C:25]1[CH:28]=[CH:29][CH:30]=[CH:31][C:24]=1[F:23]. Given the reactants [F:1][C:2]1[CH:7]=[C:6]([F:8])[CH:5]=[CH:4][C:3]=1[N:9]1[C:17](=[O:18])[C:16]2[C@@H:15]3[C:19]([CH3:21])([CH3:20])[C@@:12]([CH3:22])([CH2:13][CH2:14]3)[C:11]=2[NH:10]1.[F:23][C:24]1[CH:31]=[CH:30][CH:29]=[CH:28][C:25]=1[CH2:26]Br.ClCCl.O, predict the reaction product.